Task: Predict the product of the given reaction.. Dataset: Forward reaction prediction with 1.9M reactions from USPTO patents (1976-2016) Given the reactants [F:1][C:2]([F:55])([F:54])[C:3]1[CH:4]=[C:5]([C@@H:13]([N:15]([CH2:29][C:30]2[CH:35]=[C:34]([C:36]([F:39])([F:38])[F:37])[CH:33]=[CH:32][C:31]=2[N:40]([CH2:43][C@H:44]2[CH2:49][CH2:48][C@H:47]([CH2:50][C:51]([OH:53])=[O:52])[CH2:46][CH2:45]2)[CH2:41][CH3:42])[C:16]2[N:21]=[CH:20][C:19]([O:22][CH2:23][CH2:24][S:25]([CH3:28])(=[O:27])=[O:26])=[CH:18][N:17]=2)[CH3:14])[CH:6]=[C:7]([C:9]([F:12])([F:11])[F:10])[CH:8]=1.[ClH:56].O1CCOCC1, predict the reaction product. The product is: [ClH:56].[F:55][C:2]([F:1])([F:54])[C:3]1[CH:4]=[C:5]([C@@H:13]([N:15]([CH2:29][C:30]2[CH:35]=[C:34]([C:36]([F:39])([F:37])[F:38])[CH:33]=[CH:32][C:31]=2[N:40]([CH2:43][C@H:44]2[CH2:49][CH2:48][C@H:47]([CH2:50][C:51]([OH:53])=[O:52])[CH2:46][CH2:45]2)[CH2:41][CH3:42])[C:16]2[N:21]=[CH:20][C:19]([O:22][CH2:23][CH2:24][S:25]([CH3:28])(=[O:26])=[O:27])=[CH:18][N:17]=2)[CH3:14])[CH:6]=[C:7]([C:9]([F:12])([F:11])[F:10])[CH:8]=1.